Dataset: Catalyst prediction with 721,799 reactions and 888 catalyst types from USPTO. Task: Predict which catalyst facilitates the given reaction. Reactant: [CH3:1][O:2][C:3]1[CH:30]=[CH:29][C:6]2[C:7]([C:15]([C:17]3[CH:22]=[C:21]([O:23][CH3:24])[C:20]([O:25][CH3:26])=[C:19]([O:27][CH3:28])[CH:18]=3)=[O:16])=[C:8]([C:10]3[CH:11]=[N:12][NH:13][CH:14]=3)[O:9][C:5]=2[CH:4]=1.[H-].[Na+].Cl.Cl[CH2:35][CH2:36][N:37]([CH3:39])[CH3:38]. Product: [CH3:38][N:37]([CH3:39])[CH2:36][CH2:35][N:13]1[CH:14]=[C:10]([C:8]2[O:9][C:5]3[CH:4]=[C:3]([O:2][CH3:1])[CH:30]=[CH:29][C:6]=3[C:7]=2[C:15]([C:17]2[CH:18]=[C:19]([O:27][CH3:28])[C:20]([O:25][CH3:26])=[C:21]([O:23][CH3:24])[CH:22]=2)=[O:16])[CH:11]=[N:12]1. The catalyst class is: 16.